Dataset: Reaction yield outcomes from USPTO patents with 853,638 reactions. Task: Predict the reaction yield, written as a fraction of the theoretical maximum amount of product (1.0 means a 100% yield; for example, 0.34 means a 34% yield). (1) The reactants are C(N(CC)CC)C.O[C@H:9]1[CH2:14][CH2:13][O:12][C@@H:11]([C:15]2[CH:16]=[C:17]([CH:22]=[CH:23][CH:24]=2)[C:18]([O:20][CH3:21])=[O:19])[CH2:10]1.CS(Cl)(=O)=O.[N-:30]=[N+:31]=[N-:32].[Na+]. The product is [N:30]([C@@H:9]1[CH2:14][CH2:13][O:12][C@@H:11]([C:15]2[CH:16]=[C:17]([CH:22]=[CH:23][CH:24]=2)[C:18]([O:20][CH3:21])=[O:19])[CH2:10]1)=[N+:31]=[N-:32]. The catalyst is ClCCl.O. The yield is 0.750. (2) The reactants are [O:1]1CCC(C(O)=O)C1.[CH:9]1([N:15]=[C:16]=[N:17][CH:18]2[CH2:23][CH2:22][CH2:21][CH2:20][CH2:19]2)[CH2:14][CH2:13][CH2:12][CH2:11][CH2:10]1.C(N(CC)CC)C. The catalyst is ClCCl. The product is [CH:18]1([NH:17][C:16](=[O:1])[NH:15][CH:9]2[CH2:10][CH2:11][CH2:12][CH2:13][CH2:14]2)[CH2:23][CH2:22][CH2:21][CH2:20][CH2:19]1. The yield is 0.100. (3) The product is [CH3:19][O:18][CH2:17][N:13]1[C:12]2[CH:20]=[CH:21][C:9]([CH:7]([C:4]3[S:5][CH:6]=[C:2]([C:80]4[CH:85]=[CH:84][C:83]([O:86][CH2:87][CH2:88][O:89][CH:90]5[CH2:95][CH2:94][CH2:93][CH2:92][O:91]5)=[CH:82][N:81]=4)[N:3]=3)[CH3:8])=[CH:10][C:11]=2[S:15][C:14]1=[O:16]. The catalyst is O1CCOCC1.O.CCOC(C)=O.C1C=CC(/C=C/C(/C=C/C2C=CC=CC=2)=O)=CC=1.C1C=CC(/C=C/C(/C=C/C2C=CC=CC=2)=O)=CC=1.C1C=CC(/C=C/C(/C=C/C2C=CC=CC=2)=O)=CC=1.[Pd].[Pd]. The reactants are Br[C:2]1[N:3]=[C:4]([CH:7]([C:9]2[CH:21]=[CH:20][C:12]3[N:13]([CH2:17][O:18][CH3:19])[C:14](=[O:16])[S:15][C:11]=3[CH:10]=2)[CH3:8])[S:5][CH:6]=1.B1(B2OC(C)(C)C(C)(C)O2)OC(C)(C)C(C)(C)O1.C([O-])(=O)C.[K+].C1(P(C2CCCCC2)C2C=CC=CC=2C2C(C(C)C)=CC(C(C)C)=CC=2C(C)C)CCCCC1.Br[C:80]1[CH:85]=[CH:84][C:83]([O:86][CH2:87][CH2:88][O:89][CH:90]2[CH2:95][CH2:94][CH2:93][CH2:92][O:91]2)=[CH:82][N:81]=1.P([O-])([O-])([O-])=O.[K+].[K+].[K+]. The yield is 0.950. (4) The reactants are C([O:4][CH2:5][C@@H:6]1[C@@H:11]([O:12]C(=O)C)[C@H:10]([O:16]C(=O)C)[C@H:9]([F:20])[C@@H:8]([O:21][C:22]2[CH:27]=[CH:26][C:25](Br)=[CH:24][C:23]=2[C:29]([F:32])([F:31])[F:30])[O:7]1)(=O)C.[CH3:33][NH:34][C:35]([C:37]1[CH:38]=[C:39](B(O)O)[CH:40]=[CH:41][CH:42]=1)=[O:36]. No catalyst specified. The product is [F:20][C@H:9]1[C@@H:10]([OH:16])[C@H:11]([OH:12])[C@@H:6]([CH2:5][OH:4])[O:7][C@@H:8]1[O:21][C:22]1[CH:27]=[CH:26][C:25]([C:41]2[CH:42]=[C:37]([CH:38]=[CH:39][CH:40]=2)[C:35]([NH:34][CH3:33])=[O:36])=[CH:24][C:23]=1[C:29]([F:32])([F:30])[F:31]. The yield is 0.510. (5) The reactants are S(=O)(=O)(O)O.[NH2:6][C:7]1[CH:15]=[CH:14][C:10]([C:11]([OH:13])=[O:12])=[CH:9][CH:8]=1.[CH3:16]O. No catalyst specified. The product is [CH3:16][O:12][C:11](=[O:13])[C:10]1[CH:14]=[CH:15][C:7]([NH2:6])=[CH:8][CH:9]=1. The yield is 0.960. (6) The reactants are C([C:5]1[N:6]([CH2:17][C@@H:18]2[CH2:22][O:21][C:20]([CH3:24])([CH3:23])[O:19]2)[C:7]2[C:12]([CH:13]=1)=[CH:11][C:10]([N+:14]([O-])=O)=[CH:9][CH:8]=2)(C)(C)C.C([O-])=O.[NH4+]. The catalyst is C(O)C.O.[Pd]. The yield is 0.980. The product is [CH3:23][C:20]1([CH3:24])[O:19][CH:18]([CH2:17][N:6]2[C:7]3[C:12](=[CH:11][C:10]([NH2:14])=[CH:9][CH:8]=3)[CH:13]=[CH:5]2)[CH2:22][O:21]1.